Dataset: Forward reaction prediction with 1.9M reactions from USPTO patents (1976-2016). Task: Predict the product of the given reaction. Given the reactants Cl.[CH3:2][N:3]1[C:7]2[CH:8]=[CH:9][CH:10]=[CH:11][C:6]=2[S:5][C:4]1=[N:12][NH2:13].[N:14]1[CH:19]=[CH:18][CH:17]=[C:16]([CH:20]=O)[CH:15]=1.[OH-].[Na+], predict the reaction product. The product is: [CH3:2][N:3]1[C:7]2[CH:8]=[CH:9][CH:10]=[CH:11][C:6]=2[S:5]/[C:4]/1=[N:12]/[N:13]=[CH:20][C:16]1[CH:17]=[CH:18][CH:19]=[N:14][CH:15]=1.